Dataset: hERG potassium channel inhibition data for cardiac toxicity prediction from Karim et al.. Task: Regression/Classification. Given a drug SMILES string, predict its toxicity properties. Task type varies by dataset: regression for continuous values (e.g., LD50, hERG inhibition percentage) or binary classification for toxic/non-toxic outcomes (e.g., AMES mutagenicity, cardiotoxicity, hepatotoxicity). Dataset: herg_karim. (1) The drug is Cc1ncc(-c2c(C)c(CNC3CCC(F)C3)nn2-c2ncccc2Cl)cc1F. The result is 0 (non-blocker). (2) The drug is CCN(CC)C(=O)c1ccc(C2=CC3(CCNCC3)Oc3cccc(O)c32)cc1. The result is 0 (non-blocker). (3) The molecule is Oc1ccc([C@@H]2Oc3ccc(O)cc3[C@@H]3CCC[C@@H]32)cc1. The result is 0 (non-blocker). (4) The compound is CCOC[C@@H](CC(C)C)NC(=O)[C@@H]1CNC[C@H](C(=O)N(c2cc(OCC)c(CC)cn2)C2CC2)C1. The result is 0 (non-blocker).